Dataset: Catalyst prediction with 721,799 reactions and 888 catalyst types from USPTO. Task: Predict which catalyst facilitates the given reaction. Reactant: [NH:1]1[C:9]2[C:4](=[C:5]([CH2:10][NH:11][C:12]([C:14]3[S:18][C:17]([C:19]([NH:21][C@@H:22]([CH2:26][NH:27][C:28]([C:30]4[S:31][CH:32]=[CH:33][CH:34]=4)=[O:29])[C:23]([OH:25])=[O:24])=[O:20])=[C:16]([CH3:35])[CH:15]=3)=[O:13])[CH:6]=[CH:7][CH:8]=2)[CH:3]=[N:2]1.I[CH2:37][CH:38]([CH3:40])[CH3:39].C(N(CC)CC)C.CCOC(C)=O. Product: [CH2:37]([O:24][C:23](=[O:25])[C@@H:22]([NH:21][C:19]([C:17]1[S:18][C:14]([C:12](=[O:13])[NH:11][CH2:10][C:5]2[CH:6]=[CH:7][CH:8]=[C:9]3[C:4]=2[CH:3]=[N:2][NH:1]3)=[CH:15][C:16]=1[CH3:35])=[O:20])[CH2:26][NH:27][C:28]([C:30]1[S:31][CH:32]=[CH:33][CH:34]=1)=[O:29])[CH:38]([CH3:40])[CH3:39]. The catalyst class is: 3.